From a dataset of Forward reaction prediction with 1.9M reactions from USPTO patents (1976-2016). Predict the product of the given reaction. (1) Given the reactants [F:1][C:2]1[CH:3]=[C:4]([C:10]2[CH:15]=[CH:14][C:13]([CH:16]3[CH2:21][CH2:20][CH:19]([CH2:22][CH2:23][CH3:24])[CH2:18][CH2:17]3)=[CH:12][CH:11]=2)[CH:5]=[C:6]([F:9])[C:7]=1[F:8].C([Li])CCC.CN(C)[CH:32]=[O:33].Cl, predict the reaction product. The product is: [F:1][C:2]1[C:7]([F:8])=[C:6]([F:9])[CH:5]=[C:4]([C:10]2[CH:15]=[CH:14][C:13]([CH:16]3[CH2:21][CH2:20][CH:19]([CH2:22][CH2:23][CH3:24])[CH2:18][CH2:17]3)=[CH:12][CH:11]=2)[C:3]=1[CH:32]=[O:33]. (2) Given the reactants [CH3:1][N:2]([CH2:4][C:5]1[CH:10]=[CH:9][C:8]([C:11]2[C:12]3[C:13]4[CH:26]=[CH:25][S:24][C:14]=4[C:15](=[O:23])[NH:16][C:17]=3[CH:18]=[CH:19][C:20]=2[O:21]C)=[CH:7][CH:6]=1)[CH3:3].BrB(Br)Br, predict the reaction product. The product is: [CH3:3][N:2]([CH2:4][C:5]1[CH:6]=[CH:7][C:8]([C:11]2[C:12]3[C:13]4[CH:26]=[CH:25][S:24][C:14]=4[C:15](=[O:23])[NH:16][C:17]=3[CH:18]=[CH:19][C:20]=2[OH:21])=[CH:9][CH:10]=1)[CH3:1]. (3) The product is: [F:42][C:27]1([F:26])[O:31][C:30]2[CH:32]=[CH:33][C:34]([C:36]3([C:39]([NH:3][C@@H:4]4[CH2:9][C@@H:8]([C:10]5[CH:11]=[CH:12][CH:13]=[CH:14][CH:15]=5)[O:7][C@@H:6]([C:16]5[CH:17]=[CH:18][C:19]([C:20]([O:22][CH3:23])=[O:21])=[CH:24][CH:25]=5)[CH2:5]4)=[O:40])[CH2:37][CH2:38]3)=[CH:35][C:29]=2[O:28]1. Given the reactants CO[N:3]=[C:4]1[CH2:9][C@@H:8]([C:10]2[CH:15]=[CH:14][CH:13]=[CH:12][CH:11]=2)[O:7][C@@H:6]([C:16]2[CH:25]=[CH:24][C:19]([C:20]([O:22][CH3:23])=[O:21])=[CH:18][CH:17]=2)[CH2:5]1.[F:26][C:27]1([F:42])[O:31][C:30]2[CH:32]=[CH:33][C:34]([C:36]3([C:39](O)=[O:40])[CH2:38][CH2:37]3)=[CH:35][C:29]=2[O:28]1.F[P-](F)(F)(F)(F)F.CN(C(N(C)C)=[N+]1C2C(=NC=CC=2)[N+]([O-])=N1)C.N[C@@H]1C[C@@H](C2C=CC=CC=2)O[C@@H](C2C=CC(C(OC)=O)=CC=2)C1.C(N(C(C)C)C(C)C)C, predict the reaction product. (4) Given the reactants [O:1]1[CH2:6][CH2:5][CH2:4][CH2:3][CH:2]1[O:7][NH:8][C:9](=[O:26])[CH2:10][C@@:11]1([C:20]2[S:21][C:22]([Br:25])=[CH:23][CH:24]=2)[S:17](=[O:19])(=[O:18])[CH2:16][CH2:15][NH:14][CH2:13][CH2:12]1.[N:27]1[CH:32]=[CH:31][CH:30]=[CH:29][C:28]=1[C:33](O)=[O:34].Cl.C(N=C=NCCCN(C)C)C.ON1C2C=CC=CC=2N=N1, predict the reaction product. The product is: [O:1]1[CH2:6][CH2:5][CH2:4][CH2:3][CH:2]1[O:7][NH:8][C:9](=[O:26])[CH2:10][C@@:11]1([C:20]2[S:21][C:22]([Br:25])=[CH:23][CH:24]=2)[S:17](=[O:19])(=[O:18])[CH2:16][CH2:15][N:14]([C:33]([C:28]2[CH:29]=[CH:30][CH:31]=[CH:32][N:27]=2)=[O:34])[CH2:13][CH2:12]1. (5) Given the reactants [N:1]1[CH:6]=[CH:5][CH:4]=[CH:3][C:2]=1[O:7][CH2:8][C:9]1[CH:16]=[CH:15][C:12]([CH:13]=O)=[CH:11][CH:10]=1.[N+:17]([CH3:20])([O-:19])=[O:18].C([O-])(=O)C.[NH4+].C(O)(=O)C, predict the reaction product. The product is: [N+:17](/[CH:20]=[CH:13]/[C:12]1[CH:15]=[CH:16][C:9]([CH2:8][O:7][C:2]2[CH:3]=[CH:4][CH:5]=[CH:6][N:1]=2)=[CH:10][CH:11]=1)([O-:19])=[O:18]. (6) Given the reactants [CH3:1][C:2]1[N:3]([CH2:12][CH2:13][CH:14]2[CH2:18][CH2:17][CH2:16][N:15]2[CH3:19])[C:4]2[C:9]([CH:10]=1)=[CH:8][C:7]([NH2:11])=[CH:6][CH:5]=2.I.CS[C:23]([C:25]1[S:26][CH:27]=[CH:28][CH:29]=1)=[NH:24], predict the reaction product. The product is: [CH3:1][C:2]1[N:3]([CH2:12][CH2:13][CH:14]2[CH2:18][CH2:17][CH2:16][N:15]2[CH3:19])[C:4]2[C:9]([CH:10]=1)=[CH:8][C:7]([NH:11][C:23]([C:25]1[S:26][CH:27]=[CH:28][CH:29]=1)=[NH:24])=[CH:6][CH:5]=2.